This data is from Forward reaction prediction with 1.9M reactions from USPTO patents (1976-2016). The task is: Predict the product of the given reaction. (1) Given the reactants Cl[C:2]1[C:3]2[CH:17]=[CH:16][C:15](=[O:18])[N:14]([C:19]3[CH:24]=[CH:23][C:22]([F:25])=[CH:21][C:20]=3[F:26])[C:4]=2[N:5]=[C:6]([NH:8][CH:9]([CH2:12][OH:13])[CH2:10][OH:11])[N:7]=1.OB(O)[C:29]1[CH:30]=[C:31]([CH:35]=[CH:36][CH:37]=1)[C:32]([OH:34])=[O:33].C([O-])([O-])=O.[K+].[K+].O1CCOCC1, predict the reaction product. The product is: [F:26][C:20]1[CH:21]=[C:22]([F:25])[CH:23]=[CH:24][C:19]=1[N:14]1[C:4]2[N:5]=[C:6]([NH:8][CH:9]([CH2:12][OH:13])[CH2:10][OH:11])[N:7]=[C:2]([C:29]3[CH:30]=[C:31]([CH:35]=[CH:36][CH:37]=3)[C:32]([OH:34])=[O:33])[C:3]=2[CH:17]=[CH:16][C:15]1=[O:18]. (2) Given the reactants CN(C(ON1N=NC2C=CC=NC1=2)=[N+](C)C)C.F[P-](F)(F)(F)(F)F.[NH2:25][C:26]1[C:27]([C:36]([OH:38])=O)=[CH:28][C:29]2[C:34]([CH:35]=1)=[CH:33][CH:32]=[CH:31][CH:30]=2.[NH2:39][CH:40]([CH:45]1[CH2:54][CH2:53][C:48]2([O:52][CH2:51][CH2:50][O:49]2)[CH2:47][CH2:46]1)[C:41]([O:43][CH3:44])=[O:42].C(N(CC)C(C)C)(C)C.C([O-])(O)=O.[Na+], predict the reaction product. The product is: [NH2:25][C:26]1[C:27]([C:36]([NH:39][CH:40]([CH:45]2[CH2:46][CH2:47][C:48]3([O:49][CH2:50][CH2:51][O:52]3)[CH2:53][CH2:54]2)[C:41]([O:43][CH3:44])=[O:42])=[O:38])=[CH:28][C:29]2[C:34]([CH:35]=1)=[CH:33][CH:32]=[CH:31][CH:30]=2. (3) Given the reactants [Cl:1][C:2]1[CH:3]=[C:4]([C:12]([OH:14])=O)[CH:5]=[N:6][C:7]=1[O:8][CH:9]([CH3:11])[CH3:10].C1C=CC2N(O)N=NC=2C=1.CCN=C=NCCCN(C)C.O[NH:37][C:38]([C:40]1[C:41]2[CH:48]=[CH:47][NH:46][C:42]=2[CH:43]=[N:44][CH:45]=1)=[NH:39].CCCC[N+](CCCC)(CCCC)CCCC.[F-], predict the reaction product. The product is: [Cl:1][C:2]1[CH:3]=[C:4]([C:12]2[O:14][N:37]=[C:38]([C:40]3[CH:45]=[N:44][CH:43]=[C:42]4[NH:46][CH:47]=[CH:48][C:41]=34)[N:39]=2)[CH:5]=[N:6][C:7]=1[O:8][CH:9]([CH3:10])[CH3:11]. (4) Given the reactants CS(O[CH2:6][CH2:7][C:8]1[CH:13]=[CH:12][C:11]([NH:14][C:15]2[N:24]=[CH:23][C:22]3[CH2:21][CH:20]([C:25]4[CH:30]=[CH:29][CH:28]=[CH:27][C:26]=4[Cl:31])[C:19]4[CH:32]=[CH:33][CH:34]=[CH:35][C:18]=4[C:17]=3[N:16]=2)=[CH:10][CH:9]=1)(=O)=O.[CH3:36][NH:37][CH:38]1[CH2:43][CH2:42][CH2:41][CH2:40][CH2:39]1, predict the reaction product. The product is: [ClH:31].[Cl:31][C:26]1[CH:27]=[CH:28][CH:29]=[CH:30][C:25]=1[CH:20]1[C:19]2[CH:32]=[CH:33][CH:34]=[CH:35][C:18]=2[C:17]2[N:16]=[C:15]([NH:14][C:11]3[CH:10]=[CH:9][C:8]([CH2:7][CH2:6][N:37]([CH:38]4[CH2:43][CH2:42][CH2:41][CH2:40][CH2:39]4)[CH3:36])=[CH:13][CH:12]=3)[N:24]=[CH:23][C:22]=2[CH2:21]1.